From a dataset of Reaction yield outcomes from USPTO patents with 853,638 reactions. Predict the reaction yield, written as a fraction of the theoretical maximum amount of product (1.0 means a 100% yield; for example, 0.34 means a 34% yield). (1) The reactants are [NH:1]1[C:9]2[C:4](=[CH:5][CH:6]=[C:7]3[O:12][CH2:11][CH2:10][C:8]3=2)[C:3](=O)[C:2]1=O.[BH4-].[Na+].B(F)(F)F.CCOCC. The catalyst is O1CCCC1. The product is [NH:1]1[C:9]2[C:4](=[CH:5][CH:6]=[C:7]3[O:12][CH2:11][CH2:10][C:8]3=2)[CH:3]=[CH:2]1. The yield is 0.428. (2) The reactants are [Cl:1][C:2]1[CH:7]=[CH:6][C:5]([C@:8]2([OH:16])[CH2:13][CH2:12][NH:11][CH2:10][C:9]2([CH3:15])[CH3:14])=[CH:4][CH:3]=1.Cl[C:18]([O:20][CH2:21][CH3:22])=[O:19]. The catalyst is N1C=CC=CC=1. The product is [Cl:1][C:2]1[CH:7]=[CH:6][C:5]([C@:8]2([OH:16])[CH2:13][CH2:12][N:11]([C:18]([O:20][CH2:21][CH3:22])=[O:19])[CH2:10][C:9]2([CH3:14])[CH3:15])=[CH:4][CH:3]=1. The yield is 0.940. (3) The reactants are [CH2:1]([N:3]=[C:4]=[O:5])[CH3:2].[Cl:6][C:7]1[CH:8]=[C:9]2[C:13](=[CH:14][CH:15]=1)[NH:12][C:11](=[O:16])[CH2:10]2. No catalyst specified. The product is [CH2:1]([NH:3][C:4]([N:12]1[C:13]2[C:9](=[CH:8][C:7]([Cl:6])=[CH:15][CH:14]=2)[CH2:10][C:11]1=[O:16])=[O:5])[CH3:2]. The yield is 0.900. (4) The reactants are [CH2:1]([O:8][CH2:9][C:10]1[NH:11][CH:12]=[C:13]([C:15]2[C:16]([C:21]3[CH:26]=[CH:25][CH:24]=[CH:23][CH:22]=3)=[N:17][O:18][C:19]=2[CH3:20])[N:14]=1)[C:2]1[CH:7]=[CH:6][CH:5]=[CH:4][CH:3]=1.Cl[C:28]1[N:33]=[CH:32][CH:31]=[CH:30][N:29]=1. The product is [CH2:1]([O:8][CH2:9][C:10]1[N:11]([C:28]2[N:33]=[CH:32][CH:31]=[CH:30][N:29]=2)[CH:12]=[C:13]([C:15]2[C:16]([C:21]3[CH:26]=[CH:25][CH:24]=[CH:23][CH:22]=3)=[N:17][O:18][C:19]=2[CH3:20])[N:14]=1)[C:2]1[CH:3]=[CH:4][CH:5]=[CH:6][CH:7]=1. The yield is 0.410. No catalyst specified. (5) The catalyst is CC(N(C)C)=O.O.[Pd].C1(P(C2C=CC=CC=2)C2C=CC=CC=2)C=CC=CC=1.C1(P(C2C=CC=CC=2)C2C=CC=CC=2)C=CC=CC=1.C1(P(C2C=CC=CC=2)C2C=CC=CC=2)C=CC=CC=1.C1(P(C2C=CC=CC=2)C2C=CC=CC=2)C=CC=CC=1. The product is [CH:21]([N:24]1[C:29]2=[N:30][C:31]([C:2]3[C:7]([CH3:8])=[N:6][C:5]([C:9]4[NH:13][CH:12]=[N:11][N:10]=4)=[CH:4][CH:3]=3)=[CH:32][N:33]=[C:28]2[NH:27][CH2:26][C:25]1=[O:43])([CH3:23])[CH3:22]. The yield is 0.410. The reactants are Br[C:2]1[CH:3]=[CH:4][C:5]([C:9]2[N:13]=[CH:12][N:11](C(OC(C)(C)C)=O)[N:10]=2)=[N:6][C:7]=1[CH3:8].[CH:21]([N:24]1[C:29]2=[N:30][C:31](B3OC(C)(C)C(C)(C)O3)=[CH:32][N:33]=[C:28]2[NH:27][CH2:26][C:25]1=[O:43])([CH3:23])[CH3:22].C(=O)([O-])[O-].[Na+].[Na+].